Dataset: Forward reaction prediction with 1.9M reactions from USPTO patents (1976-2016). Task: Predict the product of the given reaction. (1) The product is: [Br:11][C:8]1[CH:7]=[CH:6][C:5]([F:9])=[C:4]([F:10])[C:3]=1[CH2:1][CH3:2]. Given the reactants [CH2:1]([C:3]1[CH:8]=[CH:7][CH:6]=[C:5]([F:9])[C:4]=1[F:10])[CH3:2].[Br:11]Br, predict the reaction product. (2) Given the reactants [OH:1][C:2]1[CH:9]=[CH:8][C:5]([CH:6]=[O:7])=[CH:4][CH:3]=1.C(=O)([O-])[O-].[K+].[K+].[CH2-:16][C:17]([CH3:19])=[O:18].Cl[CH2:21][C@@H:22]([OH:25])[CH2:23]O.O, predict the reaction product. The product is: [CH3:16][C:17]1([CH3:19])[O:25][C@H:22]([CH2:23][O:1][C:2]2[CH:9]=[CH:8][C:5]([CH:6]=[O:7])=[CH:4][CH:3]=2)[CH2:21][O:18]1. (3) The product is: [Cl:17][C:18]1[CH:23]=[C:22]([N+:24]([O-:26])=[O:25])[CH:21]=[CH:20][C:19]=1[O:10][C:9]1[C:4]2[N:5]([N:1]=[CH:2][CH:3]=2)[CH:6]=[CH:7][CH:8]=1. Given the reactants [N:1]1[N:5]2[CH:6]=[CH:7][CH:8]=[C:9]([OH:10])[C:4]2=[CH:3][CH:2]=1.C(=O)([O-])[O-].[K+].[K+].[Cl:17][C:18]1[CH:23]=[C:22]([N+:24]([O-:26])=[O:25])[CH:21]=[CH:20][C:19]=1F, predict the reaction product. (4) Given the reactants [Cl:1][C:2]1[CH:3]=[C:4]([CH:7]=[CH:8][C:9]=1[Cl:10])[CH2:5][NH2:6].[CH2:11]([O:18][NH:19][C:20]([C:22]1[C:27]([O:28][CH2:29][C:30]2[CH:35]=[CH:34][CH:33]=[CH:32][CH:31]=2)=[C:26]([CH2:36][OH:37])[C:25]([C:38](NCC2C=CC(F)=CC=2)=[O:39])=[CH:24][N:23]=1)=[O:21])[C:12]1[CH:17]=[CH:16][CH:15]=[CH:14][CH:13]=1, predict the reaction product. The product is: [CH2:11]([O:18][NH:19][C:20]([C:22]1[C:27]([O:28][CH2:29][C:30]2[CH:35]=[CH:34][CH:33]=[CH:32][CH:31]=2)=[C:26]([CH2:36][OH:37])[C:25]([C:38]([NH:6][CH2:5][C:4]2[CH:7]=[CH:8][C:9]([Cl:10])=[C:2]([Cl:1])[CH:3]=2)=[O:39])=[CH:24][N:23]=1)=[O:21])[C:12]1[CH:17]=[CH:16][CH:15]=[CH:14][CH:13]=1. (5) Given the reactants [C:1]([Si:5]([CH3:22])([CH3:21])[O:6][C@H:7]1[CH2:12][CH2:11][C@H:10]([NH:13][C:14](=[O:20])[CH2:15][CH2:16][CH2:17][CH2:18]Cl)[CH2:9][CH2:8]1)([CH3:4])([CH3:3])[CH3:2].[H-].[Na+], predict the reaction product. The product is: [C:1]([Si:5]([CH3:22])([CH3:21])[O:6][C@H:7]1[CH2:12][CH2:11][C@H:10]([N:13]2[CH2:18][CH2:17][CH2:16][CH2:15][C:14]2=[O:20])[CH2:9][CH2:8]1)([CH3:4])([CH3:3])[CH3:2]. (6) Given the reactants [N:1]1[CH:6]=[CH:5][C:4]([NH2:7])=[N:3][CH:2]=1.Br[C:9]1[C:10](=[O:17])[N:11]([CH3:16])[CH:12]=[C:13]([Br:15])[CH:14]=1.CC1(C)C2C(=C(P(C3C=CC=CC=3)C3C=CC=CC=3)C=CC=2)OC2C(P(C3C=CC=CC=3)C3C=CC=CC=3)=CC=CC1=2.C(=O)([O-])[O-].[Cs+].[Cs+], predict the reaction product. The product is: [Br:15][C:13]1[CH:14]=[C:9]([NH:7][C:4]2[CH:5]=[CH:6][N:1]=[CH:2][N:3]=2)[C:10](=[O:17])[N:11]([CH3:16])[CH:12]=1.